This data is from Full USPTO retrosynthesis dataset with 1.9M reactions from patents (1976-2016). The task is: Predict the reactants needed to synthesize the given product. (1) Given the product [N:43]1([C:41]2[N:40]3[C:53](=[O:58])[N:54]([CH2:56][CH3:57])[N:55]=[C:39]3[C:38]([C:59]3[CH:64]=[CH:63][C:62]([Cl:65])=[CH:61][CH:60]=3)=[C:37]([C:34]3[CH:33]=[CH:32][C:31]([Cl:30])=[CH:36][CH:35]=3)[N:42]=2)[CH2:44][CH2:45][CH2:46]1, predict the reactants needed to synthesize it. The reactants are: ClC1N2C(=O)NN=C2C(C2C=CC(Cl)=CC=2)=C(C2C=CC(Cl)=CC=2)N=1.[Cl-].ICC.[Cl:30][C:31]1[CH:36]=[CH:35][C:34]([C:37]2[N:42]=[C:41]([N:43]3[CH2:46][C:45](NCC)(C(N)=O)[CH2:44]3)[N:40]3[C:53](=[O:58])[N:54]([CH2:56][CH3:57])[N:55]=[C:39]3[C:38]=2[C:59]2[CH:64]=[CH:63][C:62]([Cl:65])=[CH:61][CH:60]=2)=[CH:33][CH:32]=1. (2) Given the product [CH3:1][O:2][C:3](=[O:32])[C:4]1[CH:9]=[CH:8][C:7]([CH2:10][N:11]2[CH:15]=[C:14]([C:16]3[CH:21]=[CH:20][C:19]([Cl:22])=[CH:18][C:17]=3[Cl:23])[N:13]=[C:12]2[CH2:24][C:25]2[CH:30]=[CH:29][C:28]([C:38]3[CH:39]=[CH:40][C:35]([C:34]([F:45])([F:44])[F:33])=[CH:36][CH:37]=3)=[CH:27][CH:26]=2)=[CH:6][CH:5]=1, predict the reactants needed to synthesize it. The reactants are: [CH3:1][O:2][C:3](=[O:32])[C:4]1[CH:9]=[CH:8][C:7]([CH2:10][N:11]2[CH:15]=[C:14]([C:16]3[CH:21]=[CH:20][C:19]([Cl:22])=[CH:18][C:17]=3[Cl:23])[N:13]=[C:12]2[CH2:24][C:25]2[CH:30]=[CH:29][C:28](Br)=[CH:27][CH:26]=2)=[CH:6][CH:5]=1.[F:33][C:34]([F:45])([F:44])[C:35]1[CH:40]=[CH:39][C:38](B(O)O)=[CH:37][CH:36]=1. (3) Given the product [CH:22]([N:18]1[C:19]2[C:20](=[CH:10][CH:11]=[CH:12][CH:21]=2)[CH:40]=[C:2]([C:3]([OH:5])=[O:4])[C:35]1=[O:37])([CH3:23])[CH3:24], predict the reactants needed to synthesize it. The reactants are: F[C:2](F)(F)[C:3]([OH:5])=[O:4].O=S1(=O)C[CH2:12][CH:11](N)[CH2:10]1.CC[N:18]([CH:22]([CH3:24])[CH3:23])[CH:19]([CH3:21])[CH3:20].C(O[BH-](O[C:35](=[O:37])C)OC(=O)C)(=O)C.[Na+].Cl[CH2:40]Cl. (4) Given the product [F:25][C:26]([F:35])([F:36])[C:27]1[CH:34]=[CH:33][CH:32]=[CH:31][C:28]=1[CH2:29][O:1][C:2]1[CH:3]=[CH:4][C:5]2[O:24][CH2:23][C:8]3([CH2:13][CH2:12][N:11]([CH2:14][CH2:15][C:16]([O:18][C:19]([CH3:20])([CH3:21])[CH3:22])=[O:17])[CH2:10][CH2:9]3)[C:6]=2[CH:7]=1, predict the reactants needed to synthesize it. The reactants are: [OH:1][C:2]1[CH:3]=[CH:4][C:5]2[O:24][CH2:23][C:8]3([CH2:13][CH2:12][N:11]([CH2:14][CH2:15][C:16]([O:18][C:19]([CH3:22])([CH3:21])[CH3:20])=[O:17])[CH2:10][CH2:9]3)[C:6]=2[CH:7]=1.[F:25][C:26]([F:36])([F:35])[C:27]1[CH:34]=[CH:33][CH:32]=[CH:31][C:28]=1[CH2:29]O.CC(OC(/N=N/C(OC(C)C)=O)=O)C.C1(P(C2C=CC=CC=2)C2C=CC=CC=2)C=CC=CC=1. (5) Given the product [CH2:1]([O:3][C:4]([C:6]1[O:7][C:8]2[C:13]([C:14](=[O:16])[CH:15]=1)=[CH:12][C:11]([O:17][CH3:18])=[CH:10][C:9]=2[N:25]1[CH2:26][CH2:27][N:22]([CH2:20][CH3:21])[CH2:23][CH2:24]1)=[O:5])[CH3:2], predict the reactants needed to synthesize it. The reactants are: [CH2:1]([O:3][C:4]([C:6]1[O:7][C:8]2[C:13]([C:14](=[O:16])[CH:15]=1)=[CH:12][C:11]([O:17][CH3:18])=[CH:10][C:9]=2Br)=[O:5])[CH3:2].[CH2:20]([N:22]1[CH2:27][CH2:26][NH:25][CH2:24][CH2:23]1)[CH3:21].